This data is from Full USPTO retrosynthesis dataset with 1.9M reactions from patents (1976-2016). The task is: Predict the reactants needed to synthesize the given product. (1) Given the product [CH3:27][O:26][C:24]([C:23]1[C:22](=[O:28])[NH:19][C:8]2[C:9]([CH:10]=1)=[CH:12][C:13]([O:14][CH2:15][CH2:16][O:17][CH3:18])=[C:6]([O:5][CH2:4][CH2:3][O:2][CH3:1])[CH:7]=2)=[O:25], predict the reactants needed to synthesize it. The reactants are: [CH3:1][O:2][CH2:3][CH2:4][O:5][C:6]1[C:13]([O:14][CH2:15][CH2:16][O:17][CH3:18])=[CH:12][C:9]([CH:10]=O)=[C:8]([N+:19]([O-])=O)[CH:7]=1.[C:22](OC)(=[O:28])[CH2:23][C:24]([O:26][CH3:27])=[O:25].N1CCCCC1. (2) Given the product [CH2:58]([C:60]1[CH:65]=[CH:64][C:63]([O:66][C:11]2[CH:10]=[C:9]3[C:4]([CH:5]=[C:6]([C:24]([OH:26])=[O:25])[CH:7]([C:20]([F:23])([F:21])[F:22])[O:8]3)=[CH:3][C:2]=2[CH3:1])=[CH:62][CH:61]=1)[CH3:59], predict the reactants needed to synthesize it. The reactants are: [CH3:1][C:2]1[CH:3]=[C:4]2[C:9](=[CH:10][C:11]=1OS(C(F)(F)F)(=O)=O)[O:8][CH:7]([C:20]([F:23])([F:22])[F:21])[C:6]([C:24]([O:26]CC)=[O:25])=[CH:5]2.P([O-])([O-])([O-])=O.[K+].[K+].[K+].C(P(C(C)(C)C)C1C=CC=CC=1C1C=CC=CC=1)(C)(C)C.[CH2:58]([C:60]1[CH:65]=[CH:64][C:63]([OH:66])=[CH:62][CH:61]=1)[CH3:59]. (3) Given the product [C:1]([O:4][CH2:5][C:6]1[C:11]([C:38]2[CH:43]=[CH:42][N:41]=[C:40]3[NH:44][C:45]([C:47]4[CH:48]=[N:49][N:50]([CH3:52])[CH:51]=4)=[N:46][C:39]=23)=[CH:10][C:9]([F:21])=[CH:8][C:7]=1[N:22]1[CH2:27][CH2:26][N:25]2[C:28]3[CH2:33][C:32]([CH3:35])([CH3:34])[CH2:31][C:29]=3[CH:30]=[C:24]2[C:23]1=[O:36])(=[O:3])[CH3:2], predict the reactants needed to synthesize it. The reactants are: [C:1]([O:4][CH2:5][C:6]1[C:11](B2OC(C)(C)C(C)(C)O2)=[CH:10][C:9]([F:21])=[CH:8][C:7]=1[N:22]1[CH2:27][CH2:26][N:25]2[C:28]3[CH2:33][C:32]([CH3:35])([CH3:34])[CH2:31][C:29]=3[CH:30]=[C:24]2[C:23]1=[O:36])(=[O:3])[CH3:2].Cl[C:38]1[CH:43]=[CH:42][N:41]=[C:40]2[NH:44][C:45]([C:47]3[CH:48]=[N:49][N:50]([CH3:52])[CH:51]=3)=[N:46][C:39]=12.CC([O-])=O.[Na+].[O-]P([O-])([O-])=O.[K+].[K+].[K+]. (4) The reactants are: [CH2:1]([C:5]1[CH:10]=[CH:9][C:8]([CH:11]([CH3:27])[C:12]([O:14][CH:15]2[CH2:20][O:19]C(C3C=CC=CC=3)[O:17][CH2:16]2)=[O:13])=[CH:7][CH:6]=1)[CH:2]([CH3:4])[CH3:3]. Given the product [CH2:1]([C:5]1[CH:10]=[CH:9][C:8]([CH:11]([CH3:27])[C:12]([O:14][CH:15]([CH2:16][OH:17])[CH2:20][OH:19])=[O:13])=[CH:7][CH:6]=1)[CH:2]([CH3:4])[CH3:3], predict the reactants needed to synthesize it. (5) Given the product [CH2:1]([NH:8][C:9]([C:11]1[CH:15]=[C:14]([N:28]2[CH:29]=[CH:30][C:25]([O:24][CH2:17][C:18]3[CH:19]=[CH:20][CH:21]=[CH:22][CH:23]=3)=[CH:26][C:27]2=[O:31])[S:13][CH:12]=1)=[O:10])[C:2]1[CH:7]=[CH:6][CH:5]=[CH:4][CH:3]=1, predict the reactants needed to synthesize it. The reactants are: [CH2:1]([NH:8][C:9]([C:11]1[CH:15]=[C:14](Br)[S:13][CH:12]=1)=[O:10])[C:2]1[CH:7]=[CH:6][CH:5]=[CH:4][CH:3]=1.[CH2:17]([O:24][C:25]1[CH:30]=[CH:29][NH:28][C:27](=[O:31])[CH:26]=1)[C:18]1[CH:23]=[CH:22][CH:21]=[CH:20][CH:19]=1.OC1C=CC=C2C=1N=CC=C2.C(=O)([O-])[O-].[K+].[K+]. (6) Given the product [F:1][C:2]1[CH:3]=[CH:4][C:5]2[NH:9][C:8]([C@H:12]([NH:11][C:10]([NH:52][C:53]34[CH2:60][CH2:59][C:56]([OH:61])([CH2:57][CH2:58]3)[CH2:55][CH2:54]4)=[O:24])[CH2:13][C:14]3[CH:19]=[CH:18][C:17]([C:20]([F:21])([F:22])[F:23])=[CH:16][CH:15]=3)=[N:7][C:6]=2[CH:25]=1, predict the reactants needed to synthesize it. The reactants are: [F:1][C:2]1[CH:3]=[CH:4][C:5]2[N:9]3[C:10](=[O:24])[NH:11][C@H:12]([CH2:13][C:14]4[CH:19]=[CH:18][C:17]([C:20]([F:23])([F:22])[F:21])=[CH:16][CH:15]=4)[C:8]3=[N:7][C:6]=2[CH:25]=1.FC1C=CC2N=C3[C@@H](CC4C=CC(C(F)(F)F)=CC=4)NC(=O)N3C=2C=1.Cl.[NH2:52][C:53]12[CH2:60][CH2:59][C:56]([OH:61])([CH2:57][CH2:58]1)[CH2:55][CH2:54]2.C(O)(C(F)(F)F)=O.